From a dataset of Forward reaction prediction with 1.9M reactions from USPTO patents (1976-2016). Predict the product of the given reaction. (1) The product is: [CH3:1][C:2]1([CH3:11])[NH:8][C:7]([CH3:10])([CH3:9])[CH2:6][C:4]2([O:15][CH2:12][CH2:13][CH2:18][O:5]2)[CH2:3]1. Given the reactants [CH3:1][C:2]1([CH3:11])[NH:8][C:7]([CH3:10])([CH3:9])[CH2:6][C:4](=[O:5])[CH2:3]1.[CH2:12]([OH:15])[CH2:13]O.Cl.O.[C:18]1(C)C=CC=CC=1, predict the reaction product. (2) Given the reactants Br[C:2]1[CH:9]=[CH:8][C:5]([C:6]#[N:7])=[CH:4][C:3]=1[O:10][CH3:11].C([Mg]Cl)(C)C.[Cl:17][C:18]1[CH:19]=[C:20]([CH:23]=[CH:24][C:25]=1[Cl:26])[CH:21]=[O:22].[NH4+].[Cl-], predict the reaction product. The product is: [Cl:17][C:18]1[CH:19]=[C:20]([CH:21]([OH:22])[C:2]2[CH:9]=[CH:8][C:5]([C:6]#[N:7])=[CH:4][C:3]=2[O:10][CH3:11])[CH:23]=[CH:24][C:25]=1[Cl:26]. (3) Given the reactants [Cl:1][C:2]1[CH:7]=[C:6]([Cl:8])[CH:5]=[CH:4][C:3]=1[N:9]1[C:13]2=[N:14][C:15]([CH3:19])=[CH:16][C:17]([NH2:18])=[C:12]2[N:11]=[C:10]1[CH3:20].C(N(CC)C(C)C)(C)C.[Cl:30][CH2:31][C:32](Cl)=[O:33].C(=O)([O-])[O-].[K+].[K+], predict the reaction product. The product is: [Cl:1][C:2]1[CH:7]=[C:6]([Cl:8])[CH:5]=[CH:4][C:3]=1[N:9]1[C:13]2=[N:14][C:15]([CH3:19])=[CH:16][C:17]([NH:18][C:32](=[O:33])[CH2:31][Cl:30])=[C:12]2[N:11]=[C:10]1[CH3:20]. (4) Given the reactants Br[C:2]1[CH:7]=[CH:6][CH:5]=[CH:4][N:3]=1.C([Li])CCC.[CH2:13]([Sn:17](Cl)([CH2:22][CH2:23][CH2:24][CH3:25])[CH2:18][CH2:19][CH2:20][CH3:21])[CH2:14][CH2:15][CH3:16], predict the reaction product. The product is: [CH2:22]([Sn:17]([CH2:13][CH2:14][CH2:15][CH3:16])([CH2:18][CH2:19][CH2:20][CH3:21])[C:2]1[CH:7]=[CH:6][CH:5]=[CH:4][N:3]=1)[CH2:23][CH2:24][CH3:25].